From a dataset of Reaction yield outcomes from USPTO patents with 853,638 reactions. Predict the reaction yield, written as a fraction of the theoretical maximum amount of product (1.0 means a 100% yield; for example, 0.34 means a 34% yield). (1) The reactants are [F:1][C:2]([F:22])([F:21])[CH2:3][N:4]1[C:9](=[O:10])[C:8]([O:11]C)=[C:7]([C:13]2[CH:18]=[CH:17][C:16]([S:19][CH3:20])=[CH:15][CH:14]=2)[CH:6]=[N:5]1.Br.O. The catalyst is C(O)(=O)C. The product is [F:22][C:2]([F:1])([F:21])[CH2:3][N:4]1[C:9](=[O:10])[C:8]([OH:11])=[C:7]([C:13]2[CH:18]=[CH:17][C:16]([S:19][CH3:20])=[CH:15][CH:14]=2)[CH:6]=[N:5]1. The yield is 0.910. (2) The reactants are C([O:8][C:9]1[CH:17]=[CH:16][C:15]2[NH:14][C:13]3[C:18](=[CH:21][C:22]([O:24][CH2:25][CH3:26])=[O:23])[CH2:19][CH2:20][C:12]=3[C:11]=2[CH:10]=1)C1C=CC=CC=1.C(OCC)(=O)C.C(O)=O. The catalyst is [Pd].C(N(CC)CC)C. The product is [OH:8][C:9]1[CH:17]=[CH:16][C:15]2[NH:14][C:13]3[CH:18]([CH2:21][C:22]([O:24][CH2:25][CH3:26])=[O:23])[CH2:19][CH2:20][C:12]=3[C:11]=2[CH:10]=1. The yield is 0.745. (3) The reactants are [NH2:1][CH:2]([CH2:6][CH2:7][C:8]([N:10]1[CH2:15][CH2:14][N:13]([C:16]([C:18]2[CH:23]=[CH:22][C:21]([CH2:24][CH2:25][CH2:26][CH3:27])=[CH:20][N:19]=2)=[O:17])[CH2:12][CH2:11]1)=[O:9])[C:3]([OH:5])=[O:4].C([O-])([O-])=O.[K+].[K+].[C:34](OC(=O)C)(=[O:36])[CH3:35].Cl. The catalyst is C(#N)C.O. The product is [C:34]([NH:1][CH:2]([CH2:6][CH2:7][C:8]([N:10]1[CH2:15][CH2:14][N:13]([C:16]([C:18]2[CH:23]=[CH:22][C:21]([CH2:24][CH2:25][CH2:26][CH3:27])=[CH:20][N:19]=2)=[O:17])[CH2:12][CH2:11]1)=[O:9])[C:3]([OH:5])=[O:4])(=[O:36])[CH3:35]. The yield is 0.780.